From a dataset of Reaction yield outcomes from USPTO patents with 853,638 reactions. Predict the reaction yield, written as a fraction of the theoretical maximum amount of product (1.0 means a 100% yield; for example, 0.34 means a 34% yield). (1) The reactants are [CH2:1]([O:3][C:4](=[O:28])[CH2:5][N:6]1[C:14]2[CH2:13][CH2:12][CH2:11][C@@H:10]([N:15]([S:17]([C:20]3[CH:25]=[CH:24][C:23](F)=[C:22]([Cl:27])[CH:21]=3)(=[O:19])=[O:18])[CH3:16])[C:9]=2[CH:8]=[N:7]1)[CH3:2].[H-].[Na+].[Cl:31][C:32]1C=C[C:35](O)=[CH:34][CH:33]=1.[C:39]([OH:42])(=O)[CH3:40]. The catalyst is CN(C)C=O. The product is [CH2:1]([O:3][C:4](=[O:28])[CH2:5][N:6]1[C:14]2[CH2:13][CH2:12][CH2:11][C@@H:10]([N:15]([S:17]([C:20]3[CH:25]=[CH:24][C:23]([O:42][C:39]4[CH:40]=[CH:35][CH:34]=[CH:33][C:32]=4[Cl:31])=[C:22]([Cl:27])[CH:21]=3)(=[O:19])=[O:18])[CH3:16])[C:9]=2[CH:8]=[N:7]1)[CH3:2]. The yield is 0.770. (2) The reactants are [C:1]([C:4]1[C:22](=[O:23])[C@@:8]2([CH3:24])[C:9]3[C:15]([OH:16])=[CH:14][C:13]([O:17][CH3:18])=[C:12]([C:19]([NH2:21])=[O:20])[C:10]=3[O:11][C:7]2=[CH:6][C:5]=1[OH:25])(=[O:3])[CH3:2].[Cl:26][C:27]1[CH:45]=[C:44]([Cl:46])[CH:43]=[CH:42][C:28]=1[O:29][C:30]1[C:39]2[C:34](=[CH:35][CH:36]=[CH:37][CH:38]=2)[C:33]([CH:40]=O)=[CH:32][CH:31]=1.C([SiH](CC)CC)C.FC(F)(F)C(O)=O. The catalyst is C(#N)C. The product is [C:1]([C:4]1[C:22](=[O:23])[C@@:8]2([CH3:24])[C:9]3[C:15]([OH:16])=[CH:14][C:13]([O:17][CH3:18])=[C:12]([C:19]([NH:21][CH2:40][C:33]4[C:34]5[C:39](=[CH:38][CH:37]=[CH:36][CH:35]=5)[C:30]([O:29][C:28]5[CH:42]=[CH:43][C:44]([Cl:46])=[CH:45][C:27]=5[Cl:26])=[CH:31][CH:32]=4)=[O:20])[C:10]=3[O:11][C:7]2=[CH:6][C:5]=1[OH:25])(=[O:3])[CH3:2]. The yield is 0.620.